From a dataset of Reaction yield outcomes from USPTO patents with 853,638 reactions. Predict the reaction yield, written as a fraction of the theoretical maximum amount of product (1.0 means a 100% yield; for example, 0.34 means a 34% yield). (1) The reactants are Cl[C:2]1[CH:15]=[CH:14][C:13]2[S:12][C:11]3[C:6](=[CH:7][CH:8]=[CH:9][CH:10]=3)[C:5](=[O:16])[C:4]=2[CH:3]=1.[C:17]1([SH:23])[CH:22]=[CH:21][CH:20]=[CH:19][CH:18]=1.[OH-].[K+].CN(C)C=O. The catalyst is O. The product is [C:17]1([S:23][C:2]2[CH:15]=[CH:14][C:13]3[S:12][C:11]4[C:6](=[CH:7][CH:8]=[CH:9][CH:10]=4)[C:5](=[O:16])[C:4]=3[CH:3]=2)[CH:22]=[CH:21][CH:20]=[CH:19][CH:18]=1. The yield is 0.450. (2) The reactants are Cl[C:2]1[N:7]=[C:6]([CH2:8][CH2:9][C:10]2[CH:15]=[CH:14][CH:13]=[CH:12][C:11]=2[C:16]2([C:19]([NH2:21])=[O:20])[CH2:18][CH2:17]2)[C:5]([Cl:22])=[CH:4][N:3]=1.[NH2:23][C:24]1[CH:25]=[N:26][N:27](C(OC(C)(C)C)=O)[CH:28]=1. The catalyst is CO.O. The product is [NH:26]1[CH:25]=[C:24]([NH:23][C:2]2[N:7]=[C:6]([CH2:8][CH2:9][C:10]3[CH:15]=[CH:14][CH:13]=[CH:12][C:11]=3[C:16]3([C:19]([NH2:21])=[O:20])[CH2:18][CH2:17]3)[C:5]([Cl:22])=[CH:4][N:3]=2)[CH:28]=[N:27]1. The yield is 0.190. (3) The yield is 0.840. The reactants are [F-].C([N+](CCCC)(CCCC)CCCC)CCC.[N:19]1[CH:24]=[C:23]([C:25]2[CH:32]=[CH:31][CH:30]=[CH:29][C:26]=2[CH:27]=[O:28])[CH:22]=[N:21][CH:20]=1.[F:33][C:34]([Si](C)(C)C)([F:36])[F:35].Cl. The product is [F:33][C:34]([F:36])([F:35])[CH:27]([C:26]1[CH:29]=[CH:30][CH:31]=[CH:32][C:25]=1[C:23]1[CH:24]=[N:19][CH:20]=[N:21][CH:22]=1)[OH:28]. The catalyst is C1COCC1.